From a dataset of Full USPTO retrosynthesis dataset with 1.9M reactions from patents (1976-2016). Predict the reactants needed to synthesize the given product. (1) Given the product [C:77]([OH:81])(=[O:76])[C:78]([CH3:80])=[CH2:79].[NH2:71][C:51]([O:56][CH2:55][CH3:54])=[O:52], predict the reactants needed to synthesize it. The reactants are: COC1C=CC(C2(C3C=CC(OC)=CC=3)OC3C4C=C(C)C=CC=4C4C5C(=CC(C)=CC=5)C(C)(OCCOCCOCCO)C=4C=3C=C2)=CC=1.[C:51]1(=O)[O:56][CH2:55][CH2:54]C[O:52]1.CC(C)[O-].[Al+3].CC(C)[O-].CC(C)[O-].[N:71](CC[O:76][C:77](=[O:81])[C:78]([CH3:80])=[CH2:79])=C=O. (2) Given the product [CH3:2][CH2:1][O:3][C:4]([C:6]1[NH:7][C:8]2[C:13]([C:14]=1[C:15]([OH:23])=[O:16])=[CH:12][CH:11]=[C:10]([Cl:17])[CH:9]=2)=[O:5], predict the reactants needed to synthesize it. The reactants are: [CH2:1]([O:3][C:4]([C:6]1[NH:7][C:8]2[C:13]([C:14]=1[CH:15]=[O:16])=[CH:12][CH:11]=[C:10]([Cl:17])[CH:9]=2)=[O:5])[CH3:2].CC(=CC)C.[O-:23]Cl=O.[Na+]. (3) Given the product [CH2:30]([N:32]([CH2:33][CH2:34][OH:35])[CH2:2]/[CH:3]=[CH:4]/[CH2:5][O:6][CH2:7][C@H:8]1[CH2:13][CH2:12][C@H:11]([CH2:14][N:15]([CH3:29])[S:16]([C:19]2[CH:24]=[CH:23][C:22]([C:25]([F:28])([F:27])[F:26])=[CH:21][CH:20]=2)(=[O:18])=[O:17])[CH2:10][CH2:9]1)[CH3:31], predict the reactants needed to synthesize it. The reactants are: Br[CH2:2]/[CH:3]=[CH:4]/[CH2:5][O:6][CH2:7][C@H:8]1[CH2:13][CH2:12][C@H:11]([CH2:14][N:15]([CH3:29])[S:16]([C:19]2[CH:24]=[CH:23][C:22]([C:25]([F:28])([F:27])[F:26])=[CH:21][CH:20]=2)(=[O:18])=[O:17])[CH2:10][CH2:9]1.[CH2:30]([NH:32][CH2:33][CH2:34][OH:35])[CH3:31]. (4) Given the product [F:26][C:27]1[CH:32]=[CH:31][C:30]([N:33]2[C:37]([C:38]([OH:40])=[O:39])=[CH:36][N:35]=[C:34]2[S:43][C:44]([C:47]2[C:52]([F:53])=[CH:51][CH:50]=[C:49]([F:54])[C:48]=2[F:55])([CH3:46])[CH3:45])=[CH:29][CH:28]=1, predict the reactants needed to synthesize it. The reactants are: CN1C=C(CN(C)C(C2N(C3C=CC(F)=CC=3)C(S)=NC=2)=O)C(C)=N1.[F:26][C:27]1[CH:32]=[CH:31][C:30]([N:33]2[C:37]([C:38]([O:40]CC)=[O:39])=[CH:36][N:35]=[C:34]2[S:43][C:44]([C:47]2[C:52]([F:53])=[CH:51][CH:50]=[C:49]([F:54])[C:48]=2[F:55])([CH3:46])[CH3:45])=[CH:29][CH:28]=1.[OH-].[Li+].C1COCC1. (5) Given the product [CH2:1]([O:3][C:4]([C:6]1[C:7]([OH:29])=[C:8]2[CH:14]=[C:13]([C:16]3[CH:21]=[CH:20][CH:19]=[CH:18][CH:17]=3)[N:12]([C:23]3[CH:24]=[CH:25][CH:26]=[CH:27][CH:28]=3)[C:9]2=[CH:10][N:11]=1)=[O:5])[CH3:2], predict the reactants needed to synthesize it. The reactants are: [CH2:1]([O:3][C:4]([C:6]1[C:7]([OH:29])=[C:8]2[C:14](Br)=[C:13]([C:16]3[CH:21]=[CH:20][C:19](Cl)=[CH:18][CH:17]=3)[N:12]([C:23]3[CH:28]=[CH:27][CH:26]=[CH:25][CH:24]=3)[C:9]2=[CH:10][N:11]=1)=[O:5])[CH3:2].